Predict the product of the given reaction. From a dataset of Forward reaction prediction with 1.9M reactions from USPTO patents (1976-2016). (1) Given the reactants [C:1]([C:3]1([NH:6][C:7]([CH:9]2[CH2:13][CH2:12][CH:11]([S:14]([C:17]3[CH:22]=[CH:21][C:20](F)=[CH:19][C:18]=3[Cl:24])(=[O:16])=[O:15])[CH2:10]2)=[O:8])[CH2:5][CH2:4]1)#[N:2].[CH:25]1([N:28]2[CH2:33][CH2:32][NH:31][CH2:30][CH2:29]2)[CH2:27][CH2:26]1, predict the reaction product. The product is: [C:1]([C:3]1([NH:6][C:7]([C@@H:9]2[CH2:13][CH2:12][C@@H:11]([S:14]([C:17]3[CH:22]=[CH:21][C:20]([N:31]4[CH2:32][CH2:33][N:28]([CH:25]5[CH2:27][CH2:26]5)[CH2:29][CH2:30]4)=[CH:19][C:18]=3[Cl:24])(=[O:16])=[O:15])[CH2:10]2)=[O:8])[CH2:5][CH2:4]1)#[N:2]. (2) Given the reactants C[O:2][C:3](=O)[C:4]([N:7]1[CH2:12][CH2:11][CH:10]([S:13][C:14]2[CH:15]=[CH:16][C:17]3[O:26][CH2:25][CH2:24][N:23]4[C:19](=[N:20][C:21]([C:27]5[N:28]([CH:32]([CH3:34])[CH3:33])[N:29]=[CH:30][N:31]=5)=[CH:22]4)[C:18]=3[CH:35]=2)[CH2:9][CH2:8]1)([CH3:6])[CH3:5].[H-].[H-].[H-].[H-].[Li+].[Al+3].CCOC(C)=O, predict the reaction product. The product is: [CH:32]([N:28]1[C:27]([C:21]2[N:20]=[C:19]3[N:23]([CH2:24][CH2:25][O:26][C:17]4[CH:16]=[CH:15][C:14]([S:13][CH:10]5[CH2:9][CH2:8][N:7]([C:4]([CH3:6])([CH3:5])[CH2:3][OH:2])[CH2:12][CH2:11]5)=[CH:35][C:18]=43)[CH:22]=2)=[N:31][CH:30]=[N:29]1)([CH3:34])[CH3:33]. (3) Given the reactants C(O[C:5]([O:7][C@@H:8]1[CH2:13][N:12]([C:14]([O:16][CH3:17])=[O:15])[C@H:11]([C:18]([N:20]2[CH2:25][CH2:24][N:23]([C:26]3[CH:31]=[CH:30][CH:29]=[CH:28][CH:27]=3)[CH2:22][CH2:21]2)=[O:19])[C@@H:10]([C:32]([O:34][CH3:35])=[O:33])[CH2:9]1)=O)C=C.O1CC[CH2:38][CH2:37]1, predict the reaction product. The product is: [CH2:5]([O:7][C@@H:8]1[CH2:13][N:12]([C:14]([O:16][CH3:17])=[O:15])[C@H:11]([C:18]([N:20]2[CH2:21][CH2:22][N:23]([C:26]3[CH:27]=[CH:28][CH:29]=[CH:30][CH:31]=3)[CH2:24][CH2:25]2)=[O:19])[C@@H:10]([C:32]([O:34][CH3:35])=[O:33])[CH2:9]1)[CH:37]=[CH2:38]. (4) Given the reactants C1N=CN(C(N2C=NC=C2)=O)C=1.[CH:13]1[C:18]([C:19]2[CH:20]=[CH:21][C:22]([F:26])=[CH:23][C:24]=2[F:25])=[CH:17][C:16]([C:27]([OH:29])=[O:28])=[C:15]([OH:30])[CH:14]=1.[CH2:31](O)[CH2:32][CH3:33].O, predict the reaction product. The product is: [F:25][C:24]1[CH:23]=[C:22]([F:26])[CH:21]=[CH:20][C:19]=1[C:18]1[CH:13]=[CH:14][C:15]([OH:30])=[C:16]([C:27]([O:29][CH2:31][CH2:32][CH3:33])=[O:28])[CH:17]=1. (5) Given the reactants [C:1]([O:5][C:6](=[O:52])[NH:7][CH2:8][CH2:9][C:10]1[CH:15]=[CH:14][C:13]([O:16][CH2:17][CH2:18][CH2:19]/[CH:20]=[CH:21]/[C:22]2[CH:27]=[CH:26][C:25]([O:28]CC3C=CC=CC=3)=[C:24]([C@@H:36]([C:46]3[CH:51]=[CH:50][CH:49]=[CH:48][CH:47]=3)[CH2:37][CH2:38][N:39]([CH:43]([CH3:45])[CH3:44])[CH:40]([CH3:42])[CH3:41])[CH:23]=2)=[CH:12][CH:11]=1)([CH3:4])([CH3:3])[CH3:2].C([O-])=O.[NH4+], predict the reaction product. The product is: [NH3:7].[CH:43]([N:39]([CH:40]([CH3:42])[CH3:41])[CH2:38][CH2:37][C@@H:36]([C:24]1[CH:23]=[C:22]([CH2:21][CH2:20][CH2:19][CH2:18][CH2:17][O:16][C:13]2[CH:14]=[CH:15][C:10]([CH2:9][CH2:8][NH:7][C:6](=[O:52])[O:5][C:1]([CH3:4])([CH3:3])[CH3:2])=[CH:11][CH:12]=2)[CH:27]=[CH:26][C:25]=1[OH:28])[C:46]1[CH:47]=[CH:48][CH:49]=[CH:50][CH:51]=1)([CH3:45])[CH3:44]. (6) Given the reactants [CH3:1][C@@:2]12[C:21](=[O:22])[CH2:20][CH2:19][C@H:3]1[C@H:4]1[C@H:9]([CH2:10][CH2:11]2)[C@:8]([CH2:13][CH2:14][C:15]([OH:17])=O)([CH3:12])[C:7](=O)[CH2:6][CH2:5]1.[O:23]1[CH2:28][CH2:27][N:26]([CH2:29][CH2:30][NH2:31])[CH2:25][CH2:24]1, predict the reaction product. The product is: [CH3:12][C@@:8]12[C@H:9]3[CH2:10][CH2:11][C@@:2]4([CH3:1])[C@H:3]([C@@H:4]3[CH2:5][CH:6]=[C:7]1[N:31]([CH2:30][CH2:29][N:26]1[CH2:27][CH2:28][O:23][CH2:24][CH2:25]1)[C:15](=[O:17])[CH2:14][CH2:13]2)[CH2:19][CH2:20][C:21]4=[O:22]. (7) The product is: [Cl:13][C:6]1[CH:5]=[C:4]([N:14]2[C:19](=[O:20])[NH:18][C:17](=[O:21])[CH:16]=[N:15]2)[CH:3]=[C:2]([Cl:1])[C:7]=1[C:8]([CH3:10])([CH3:9])[C:11]#[N:12]. Given the reactants [Cl:1][C:2]1[CH:3]=[C:4]([N:14]2[C:19](=[O:20])[NH:18][C:17](=[O:21])[C:16](C(O)=O)=[N:15]2)[CH:5]=[C:6]([Cl:13])[C:7]=1[C:8]([C:11]#[N:12])([CH3:10])[CH3:9], predict the reaction product.